Dataset: Reaction yield outcomes from USPTO patents with 853,638 reactions. Task: Predict the reaction yield, written as a fraction of the theoretical maximum amount of product (1.0 means a 100% yield; for example, 0.34 means a 34% yield). (1) The reactants are [Br:1]N1C(=O)CCC1=O.[C:9]([C:13]1[S:17][C:16]([C:18]([O:20][CH3:21])=[O:19])=[C:15]([CH3:22])[CH:14]=1)([CH3:12])([CH3:11])[CH3:10].CC(N=NC(C#N)(C)C)(C#N)C. The catalyst is C(Cl)(Cl)(Cl)Cl. The product is [Br:1][CH2:22][C:15]1[CH:14]=[C:13]([C:9]([CH3:12])([CH3:11])[CH3:10])[S:17][C:16]=1[C:18]([O:20][CH3:21])=[O:19]. The yield is 0.400. (2) The yield is 0.430. The catalyst is C(#N)C. The product is [Br:17][C:14]1[CH:15]=[CH:16][C:11]([N:8]2[CH2:9][CH2:10][CH:6]([NH:21][CH2:18][CH2:19][CH3:20])[CH2:7]2)=[N:12][CH:13]=1. The reactants are CS(O[CH:6]1[CH2:10][CH2:9][N:8]([C:11]2[CH:16]=[CH:15][C:14]([Br:17])=[CH:13][N:12]=2)[CH2:7]1)(=O)=O.[CH2:18]([NH2:21])[CH2:19][CH3:20].